Dataset: Catalyst prediction with 721,799 reactions and 888 catalyst types from USPTO. Task: Predict which catalyst facilitates the given reaction. (1) Reactant: [H-].[Na+].[Br:3][C:4]1[CH:9]=[CH:8][C:7]([C:10]2[C:14]3[CH:15]=[CH:16][C:17]([OH:19])=[CH:18][C:13]=3[S:12][N:11]=2)=[CH:6][CH:5]=1.Br[CH2:21][C:22]([O-:24])=[O:23].OS([O-])(=O)=O.[K+]. Product: [C:7]([O:24][C:22](=[O:23])[CH2:21][O:19][C:17]1[CH:16]=[CH:15][C:14]2[C:10]([C:7]3[CH:6]=[CH:5][C:4]([Br:3])=[CH:9][CH:8]=3)=[N:11][S:12][C:13]=2[CH:18]=1)([CH3:10])([CH3:8])[CH3:6]. The catalyst class is: 1. (2) Reactant: [NH2:1][CH2:2][C:3]1[C:4]([F:22])=[C:5]([O:10][C:11]2[CH:12]=[C:13]([CH:16]=[C:17]([C:19]([CH3:21])=[CH2:20])[CH:18]=2)[C:14]#[N:15])[C:6]([Cl:9])=[CH:7][CH:8]=1.[Cl:23][C:24]1[N:25]=[CH:26][NH:27][C:28]=1[C:29](O)=[O:30].CCN(C(C)C)C(C)C.C(Cl)CCl. Product: [Cl:23][C:24]1[N:25]=[CH:26][NH:27][C:28]=1[C:29]([NH:1][CH2:2][C:3]1[CH:8]=[CH:7][C:6]([Cl:9])=[C:5]([O:10][C:11]2[CH:18]=[C:17]([C:19]([CH3:21])=[CH2:20])[CH:16]=[C:13]([C:14]#[N:15])[CH:12]=2)[C:4]=1[F:22])=[O:30]. The catalyst class is: 1. (3) Product: [NH2:3][C:14]1[C:6]([C:5]([OH:15])=[O:1])=[CH:7][CH:8]=[C:9]2[C:13]=1[CH2:12][CH2:11][CH2:10]2. Reactant: [OH:1]O.[NH:3]1[C:14]2[C:6](=[CH:7][CH:8]=[C:9]3[C:13]=2[CH2:12][CH2:11][CH2:10]3)[C:5](=[O:15])C1=O.[OH-].[Na+].Cl. The catalyst class is: 6. (4) Reactant: [O:1]([C:8]1[CH:28]=[CH:27][C:11]([O:12][C:13]2[C:14]3[N:21]([C@H:22]4[CH2:26][CH2:25][NH:24][CH2:23]4)[CH:20]=[CH:19][C:15]=3[N:16]=[CH:17][N:18]=2)=[CH:10][CH:9]=1)[C:2]1[CH:7]=[CH:6][CH:5]=[CH:4][CH:3]=1.C(=O)(O)[O-].[Na+].[C:34](Br)#[N:35]. Product: [O:1]([C:8]1[CH:28]=[CH:27][C:11]([O:12][C:13]2[C:14]3[N:21]([CH:22]4[CH2:26][CH2:25][N:24]([C:34]#[N:35])[CH2:23]4)[CH:20]=[CH:19][C:15]=3[N:16]=[CH:17][N:18]=2)=[CH:10][CH:9]=1)[C:2]1[CH:7]=[CH:6][CH:5]=[CH:4][CH:3]=1. The catalyst class is: 46. (5) The catalyst class is: 22. Product: [CH2:16]([N:20]([CH2:21][CH2:22][OH:23])[C:9](=[O:10])[O:11][C:12]([CH3:13])([CH3:14])[CH3:15])[CH2:17][CH2:18][CH3:19]. Reactant: [C:9](O[C:9]([O:11][C:12]([CH3:15])([CH3:14])[CH3:13])=[O:10])([O:11][C:12]([CH3:15])([CH3:14])[CH3:13])=[O:10].[CH2:16]([NH:20][CH2:21][CH2:22][OH:23])[CH2:17][CH2:18][CH3:19].